The task is: Predict hERG channel inhibition at various concentrations.. This data is from hERG Central: cardiac toxicity at 1µM, 10µM, and general inhibition. The drug is O=C(NCCc1c[nH]c2ccccc12)/C(=C/c1cccnc1)NC(=O)c1ccco1. Results: hERG_inhib (hERG inhibition (general)): blocker.